This data is from Full USPTO retrosynthesis dataset with 1.9M reactions from patents (1976-2016). The task is: Predict the reactants needed to synthesize the given product. (1) Given the product [OH:7][S:6]([OH:9])(=[O:19])=[O:8].[O:25]=[S:24](=[O:27])=[O:26], predict the reactants needed to synthesize it. The reactants are: FC(F)([S:6]([O-:9])(=[O:8])=[O:7])C(F)F.[K+].FC(F)=C(F)F.S([O-])([O-])=[O:19].[K+].[K+].[S:24](=[O:27])([OH:26])[O-:25].FC(F)(S(O)(=O)=O)C(F)F. (2) Given the product [CH2:32]([C:31]1[N:39]=[C:26]([CH:12]2[CH2:13][CH:14]([C:16]3[CH:21]=[CH:20][C:19]([C:22]([F:25])([F:24])[F:23])=[CH:18][CH:17]=3)[CH2:15][N:10]([C:8]([N:5]3[CH2:4][CH2:3][CH:2]([OH:1])[CH2:7][CH2:6]3)=[O:9])[CH2:11]2)[O:27][N:30]=1)[C:33]1[CH:38]=[CH:37][CH:36]=[CH:35][CH:34]=1, predict the reactants needed to synthesize it. The reactants are: [OH:1][CH:2]1[CH2:7][CH2:6][N:5]([C:8]([N:10]2[CH2:15][CH:14]([C:16]3[CH:21]=[CH:20][C:19]([C:22]([F:25])([F:24])[F:23])=[CH:18][CH:17]=3)[CH2:13][CH:12]([C:26](O)=[O:27])[CH2:11]2)=[O:9])[CH2:4][CH2:3]1.O[NH:30][C:31](=[NH:39])[CH2:32][C:33]1[CH:38]=[CH:37][CH:36]=[CH:35][CH:34]=1. (3) Given the product [Cl:6][C:7]1[C:8]([O:15][CH2:16][CH2:17][C:18]([F:21])([F:19])[F:20])=[C:9]([Cl:14])[CH:10]=[C:11]([F:13])[C:12]=1[C:22]([OH:24])=[O:23], predict the reactants needed to synthesize it. The reactants are: [Li]CCCC.[Cl:6][C:7]1[CH:12]=[C:11]([F:13])[CH:10]=[C:9]([Cl:14])[C:8]=1[O:15][CH2:16][CH2:17][C:18]([F:21])([F:20])[F:19].[C:22](=[O:24])=[O:23].[OH-].[Na+]. (4) Given the product [N:1]1([C:10]2[CH:11]=[CH:12][C:13]([C:14]([N:31]3[CH2:32][CH2:33][N:28]([C:22]4[CH:23]=[CH:24][C:25]([CH3:27])=[CH:26][C:21]=4[CH3:20])[CH2:29][CH2:30]3)=[O:16])=[CH:18][CH:19]=2)[C:5]2[CH:6]=[CH:7][CH:8]=[CH:9][C:4]=2[N:3]=[CH:2]1, predict the reactants needed to synthesize it. The reactants are: [N:1]1([C:10]2[CH:19]=[CH:18][C:13]([C:14]([O:16]C)=O)=[CH:12][CH:11]=2)[C:5]2[CH:6]=[CH:7][CH:8]=[CH:9][C:4]=2[N:3]=[CH:2]1.[CH3:20][C:21]1[CH:26]=[C:25]([CH3:27])[CH:24]=[CH:23][C:22]=1[N:28]1[CH2:33][CH2:32][NH:31][CH2:30][CH2:29]1. (5) The reactants are: [F:1][C:2]1[CH:7]=[CH:6][C:5]([CH2:8][C:9]2[CH:18]=[C:17]3[C:12]([C:13]([OH:26])=[C:14]([C:21](OCC)=[O:22])[C:15](=[O:20])[N:16]3[CH3:19])=[N:11][CH:10]=2)=[CH:4][CH:3]=1.CN1C(=O)CCC1.[CH2:34]([CH2:36][NH2:37])[OH:35].Cl. Given the product [F:1][C:2]1[CH:7]=[CH:6][C:5]([CH2:8][C:9]2[CH:18]=[C:17]3[C:12]([C:13]([OH:26])=[C:14]([C:21]([NH:37][CH2:36][CH2:34][OH:35])=[O:22])[C:15](=[O:20])[N:16]3[CH3:19])=[N:11][CH:10]=2)=[CH:4][CH:3]=1, predict the reactants needed to synthesize it. (6) Given the product [Br:1][C:2]1[CH:7]=[CH:6][C:5]([S:32]([CH:20]2[CH2:23][O:22][CH2:21]2)(=[O:34])=[O:31])=[CH:4][CH:3]=1, predict the reactants needed to synthesize it. The reactants are: [Br:1][C:2]1[CH:7]=[CH:6][C:5](S)=[CH:4][CH:3]=1.CC1C=CC(S(O[CH:20]2[CH2:23][O:22][CH2:21]2)(=O)=O)=CC=1.C(=O)([O-])[O-].[Cs+].[Cs+].O[O:31][S:32]([O-:34])=O.[K+]. (7) Given the product [C:1]([O:5][C:6](=[O:27])[NH:7][C:8]1[CH:13]=[CH:12][C:11]([C:14]2[C:23]3[C:18](=[CH:19][CH:20]=[CH:21][CH:22]=3)[CH:17]=[CH:16][CH:15]=2)=[CH:10][C:9]=1[NH2:24])([CH3:4])([CH3:2])[CH3:3], predict the reactants needed to synthesize it. The reactants are: [C:1]([O:5][C:6](=[O:27])[NH:7][C:8]1[CH:13]=[CH:12][C:11]([C:14]2[C:23]3[C:18](=[CH:19][CH:20]=[CH:21][CH:22]=3)[CH:17]=[CH:16][CH:15]=2)=[CH:10][C:9]=1[N+:24]([O-])=O)([CH3:4])([CH3:3])[CH3:2].